Dataset: Full USPTO retrosynthesis dataset with 1.9M reactions from patents (1976-2016). Task: Predict the reactants needed to synthesize the given product. (1) Given the product [CH3:18][O:17][CH2:22][NH:27][C:12]([C:7]1[CH:6]=[CH:5][C:4]2[C:9](=[CH:10][CH:11]=[C:2]([Cl:1])[CH:3]=2)[CH:8]=1)=[O:14], predict the reactants needed to synthesize it. The reactants are: [Cl:1][C:2]1[CH:3]=[C:4]2[C:9](=[CH:10][CH:11]=1)[CH:8]=[C:7]([C:12]([OH:14])=O)[CH:6]=[CH:5]2.CN[O:17][CH3:18].C1C=C[C:22]2[N:27](O)N=NC=2C=1.CCN(C(C)C)C(C)C.CCN=C=NCCCN(C)C. (2) Given the product [OH:7][C@@H:2]([CH2:3][CH2:4][C:5]#[CH:6])[CH2:1][O:8][S:22]([C:17]1[CH:18]=[CH:19][C:14]([CH3:15])=[CH:21][CH:16]=1)(=[O:24])=[O:23], predict the reactants needed to synthesize it. The reactants are: [CH2:1]([OH:8])[C@@H:2]([OH:7])[CH2:3][CH2:4][C:5]#[CH:6].C(N([CH2:14][CH3:15])CC)C.[C:16]1(C)[C:17]([S:22](Cl)(=[O:24])=[O:23])=[CH:18][CH:19]=C[CH:21]=1. (3) Given the product [NH2:1][C:4]1[CH:5]=[C:6]([CH:15]=[CH:16][CH:17]=1)[CH2:7][NH:8][S:9]([NH:12][CH2:13][CH3:14])(=[O:11])=[O:10], predict the reactants needed to synthesize it. The reactants are: [N+:1]([C:4]1[CH:5]=[C:6]([CH:15]=[CH:16][CH:17]=1)[CH2:7][NH:8][S:9]([NH:12][CH2:13][CH3:14])(=[O:11])=[O:10])([O-])=O. (4) Given the product [CH2:19]([N:10]1[C:11]2[C:7](=[CH:6][CH:5]=[C:4]([Br:3])[CH:12]=2)[CH:8]=[N:9]1)[C:16]1[CH:17]=[CH:18][CH:13]=[CH:14][CH:15]=1.[CH2:19]([N:9]1[CH:8]=[C:7]2[C:11]([CH:12]=[C:4]([Br:3])[CH:5]=[CH:6]2)=[N:10]1)[C:16]1[CH:17]=[CH:18][CH:13]=[CH:14][CH:15]=1, predict the reactants needed to synthesize it. The reactants are: [H-].[Na+].[Br:3][C:4]1[CH:12]=[C:11]2[C:7]([CH:8]=[N:9][NH:10]2)=[CH:6][CH:5]=1.[CH:13]1[CH:18]=[CH:17][C:16]([CH2:19]Br)=[CH:15][CH:14]=1. (5) Given the product [CH2:22]([C:18]1[CH:19]=[CH:20][CH:21]=[CH:16][C:17]=1[C:2]1[CH:11]=[CH:10][C:5]([C:6]([O:8][CH3:9])=[O:7])=[CH:4][C:3]=1[CH2:12][O:13][CH3:14])[CH3:23], predict the reactants needed to synthesize it. The reactants are: Br[C:2]1[CH:11]=[CH:10][C:5]([C:6]([O:8][CH3:9])=[O:7])=[CH:4][C:3]=1[CH2:12][O:13][CH3:14].F[C:16]1[C:17](C)=[C:18]([C:22]2C=CC(C(O)=O)=C[C:23]=2COC)[CH:19]=[CH:20][CH:21]=1.C(C1C=CC=CC=1B(O)O)C.C(=O)([O-])[O-].[K+].[K+]. (6) Given the product [F:23][C:20]1[CH:21]=[CH:22][C:17]([N:13]2[C:12]([C:24](=[O:25])[NH:26][CH3:27])=[C:11]3[C:15]([CH:16]=[C:8]([C:4]4[CH:3]=[C:2]([NH:1][C:28]([C:29]5[CH:37]=[CH:36][CH:35]=[CH:34][C:30]=5[C:31]([OH:33])=[O:32])=[O:38])[CH:7]=[CH:6][CH:5]=4)[CH:9]=[CH:10]3)=[N:14]2)=[CH:18][CH:19]=1, predict the reactants needed to synthesize it. The reactants are: [NH2:1][C:2]1[CH:3]=[C:4]([C:8]2[CH:9]=[CH:10][C:11]3[C:15]([CH:16]=2)=[N:14][N:13]([C:17]2[CH:22]=[CH:21][C:20]([F:23])=[CH:19][CH:18]=2)[C:12]=3[C:24]([NH:26][CH3:27])=[O:25])[CH:5]=[CH:6][CH:7]=1.[C:28]1(=[O:38])[O:33][C:31](=[O:32])[C:30]2=[CH:34][CH:35]=[CH:36][CH:37]=[C:29]12.